From a dataset of Full USPTO retrosynthesis dataset with 1.9M reactions from patents (1976-2016). Predict the reactants needed to synthesize the given product. (1) Given the product [CH:14]1([CH2:13][O:12][C:4]2[CH:3]=[C:2]([NH:1][S:24]([CH3:23])(=[O:26])=[O:25])[CH:11]=[CH:10][C:5]=2[C:6]([O:8][CH3:9])=[O:7])[CH2:16][CH2:15]1, predict the reactants needed to synthesize it. The reactants are: [NH2:1][C:2]1[CH:11]=[CH:10][C:5]([C:6]([O:8][CH3:9])=[O:7])=[C:4]([O:12][CH2:13][CH:14]2[CH2:16][CH2:15]2)[CH:3]=1.N1C=CC=CC=1.[CH3:23][S:24](Cl)(=[O:26])=[O:25].Cl. (2) Given the product [Cl:21][C:20]1[C:14]2[S:13][C:12]([CH2:8][CH2:9][C:10]#[C:11][C:2]3[CH:7]=[CH:6][CH:5]=[CH:4][N:3]=3)=[N:16][C:15]=2[C:17]([CH3:22])=[CH:18][CH:19]=1, predict the reactants needed to synthesize it. The reactants are: Br[C:2]1[CH:7]=[CH:6][CH:5]=[CH:4][N:3]=1.[CH2:8]([C:12]1[S:13][C:14]2[C:20]([Cl:21])=[CH:19][CH:18]=[C:17]([CH3:22])[C:15]=2[N:16]=1)[CH2:9][C:10]#[CH:11]. (3) Given the product [CH3:1][C@H:2]1[CH2:30][O:29][C@@:5]2([O:9][C@H:8]3[CH2:10][C@H:11]4[C@@H:16]5[CH2:17][CH2:18][C@H:19]6[CH2:24][C@@H:23]([OH:25])[CH2:22][CH2:21][C@:20]6([CH3:26])[C@H:15]5[CH2:14][CH2:13][C@:12]4([CH3:27])[C@H:7]3[C@@H:6]2[CH3:28])[CH2:4][CH2:3]1, predict the reactants needed to synthesize it. The reactants are: [CH3:1][C@H:2]1[CH2:30][O:29][C@@:5]2([O:9][C@H:8]3[CH2:10][C@H:11]4[C@@H:16]5[CH2:17][CH:18]=[C:19]6[CH2:24][C@@H:23]([OH:25])[CH2:22][CH2:21][C@:20]6([CH3:26])[C@H:15]5[CH2:14][CH2:13][C@:12]4([CH3:27])[C@H:7]3[C@@H:6]2[CH3:28])[CH2:4][CH2:3]1.